From a dataset of Reaction yield outcomes from USPTO patents with 853,638 reactions. Predict the reaction yield, written as a fraction of the theoretical maximum amount of product (1.0 means a 100% yield; for example, 0.34 means a 34% yield). (1) The reactants are CS[C:3]1[S:4][CH2:5][CH2:6][N:7]=1.C(O)(=O)C.[NH2:12][C:13]1[CH:18]=[C:17]([CH3:19])[C:16](/[CH:20]=[CH:21]/[S:22]([N:25]2[CH2:41][CH2:40][C:28]3([C:32](=[O:33])[NH:31][C:30]([CH:34]4[CH2:39][CH2:38][CH2:37][CH2:36][CH2:35]4)=[N:29]3)[CH2:27][CH2:26]2)(=[O:24])=[O:23])=[C:15]([CH3:42])[CH:14]=1. The catalyst is CCO.C(OCC)(=O)C. The product is [CH:34]1([C:30]2[NH:31][C:32](=[O:33])[C:28]3([CH2:27][CH2:26][N:25]([S:22](/[CH:21]=[CH:20]/[C:16]4[C:17]([CH3:19])=[CH:18][C:13]([NH:12][C:3]5[S:4][CH2:5][CH2:6][N:7]=5)=[CH:14][C:15]=4[CH3:42])(=[O:23])=[O:24])[CH2:41][CH2:40]3)[N:29]=2)[CH2:39][CH2:38][CH2:37][CH2:36][CH2:35]1. The yield is 0.520. (2) The reactants are [CH2:1]([C@H:8]([C@H:12]([OH:16])[C:13]([OH:15])=[O:14])[C:9]([OH:11])=[O:10])[C:2]1[CH:7]=[CH:6][CH:5]=[CH:4][CH:3]=1.CO[C:19](OC)([CH3:21])[CH3:20]. The catalyst is CC(C)=O.[Cu](Cl)Cl. The product is [CH3:20][C:19]1([CH3:21])[O:16][C@H:12]([C@H:8]([CH2:1][C:2]2[CH:3]=[CH:4][CH:5]=[CH:6][CH:7]=2)[C:9]([OH:11])=[O:10])[C:13](=[O:15])[O:14]1. The yield is 0.740. (3) The reactants are [C:1]([C:3]1([C:8]2[CH:13]=[CH:12][C:11]([NH:14][C:15](=[O:25])[C:16]3[CH:21]=[CH:20][C:19]([OH:22])=[C:18]([O:23][CH3:24])[CH:17]=3)=[CH:10][CH:9]=2)[CH2:7][CH2:6][CH2:5][CH2:4]1)#[N:2].C([O-])([O-])=O.[K+].[K+].I[CH:33]([CH3:35])[CH3:34]. The catalyst is CN(C=O)C. The product is [C:1]([C:3]1([C:8]2[CH:9]=[CH:10][C:11]([NH:14][C:15](=[O:25])[C:16]3[CH:21]=[CH:20][C:19]([O:22][CH:33]([CH3:35])[CH3:34])=[C:18]([O:23][CH3:24])[CH:17]=3)=[CH:12][CH:13]=2)[CH2:4][CH2:5][CH2:6][CH2:7]1)#[N:2]. The yield is 0.250. (4) The reactants are [NH:1]1[C:5]2[CH:6]=[CH:7][C:8]([C:10]([N:12]3[C@@H:21]4[C@@H:16]([C:17]5[C:25]([C:26]([OH:28])=O)=[CH:24][CH:23]=[CH:22][C:18]=5[CH2:19][CH2:20]4)[CH2:15][CH2:14][CH2:13]3)=[O:11])=[CH:9][C:4]=2[N:3]=[CH:2]1.[NH3:29]. The catalyst is C(Cl)Cl.CO. The product is [NH:1]1[C:5]2[CH:4]=[CH:9][C:8]([C:10]([N:12]3[C@@H:21]4[C@@H:16]([C:17]5[C:25]([C:26]([NH2:29])=[O:28])=[CH:24][CH:23]=[CH:22][C:18]=5[CH2:19][CH2:20]4)[CH2:15][CH2:14][CH2:13]3)=[O:11])=[CH:7][C:6]=2[N:3]=[CH:2]1. The yield is 0.580.